From a dataset of Forward reaction prediction with 1.9M reactions from USPTO patents (1976-2016). Predict the product of the given reaction. (1) Given the reactants [Br:1][C:2]1[C:3](=[O:19])[NH:4][C:5]([CH3:18])=[CH:6][C:7]=1[O:8][CH2:9][C:10]1[CH:15]=[CH:14][C:13]([F:16])=[CH:12][C:11]=1[F:17].Br[CH2:21][C:22]1[N:23]=[CH:24][C:25]([C:28]([O:30][CH2:31][CH3:32])=[O:29])=[N:26][CH:27]=1.[H-].[Na+].C(O)(=O)C, predict the reaction product. The product is: [Br:1][C:2]1[C:3](=[O:19])[N:4]([CH2:21][C:22]2[N:23]=[CH:24][C:25]([C:28]([O:30][CH2:31][CH3:32])=[O:29])=[N:26][CH:27]=2)[C:5]([CH3:18])=[CH:6][C:7]=1[O:8][CH2:9][C:10]1[CH:15]=[CH:14][C:13]([F:16])=[CH:12][C:11]=1[F:17]. (2) Given the reactants Br[CH2:2][CH:3]([CH2:10][CH2:11][CH2:12][CH2:13][CH2:14][CH2:15][CH2:16][CH3:17])[CH2:4][CH2:5][CH2:6][CH2:7][CH2:8][CH3:9].[Mg].II.Br[C:22]1[CH:26]=[CH:25][S:24][CH:23]=1, predict the reaction product. The product is: [CH2:4]([CH:3]([CH2:10][CH2:11][CH2:12][CH2:13][CH2:14][CH2:15][CH2:16][CH3:17])[CH2:2][C:22]1[CH:26]=[CH:25][S:24][CH:23]=1)[CH2:5][CH2:6][CH2:7][CH2:8][CH3:9]. (3) Given the reactants [CH2:1]([N:6]1[C:16]2[C:11](=[CH:12][CH:13]=[C:14]([O:17][CH3:18])[CH:15]=2)[C:9](=O)[C:7]1=[O:8])[CH2:2][CH2:3][CH2:4][CH3:5].[CH3:19][CH:20]([CH3:26])[CH2:21][C:22]([NH:24][NH2:25])=[O:23], predict the reaction product. The product is: [CH3:18][O:17][C:14]1[CH:15]=[C:16]2[C:11](/[C:9](=[N:25]/[NH:24][C:22](=[O:23])[CH2:21][CH:20]([CH3:26])[CH3:19])/[C:7](=[O:8])[N:6]2[CH2:1][CH2:2][CH2:3][CH2:4][CH3:5])=[CH:12][CH:13]=1. (4) The product is: [C:16]([O:15][C:13]([CH2:12][N:11]([CH2:10][C:9]([OH:28])=[O:8])[CH2:20][C:21]([O:23][C:24]([CH3:26])([CH3:25])[CH3:27])=[O:22])=[O:14])([CH3:19])([CH3:17])[CH3:18]. Given the reactants C([O:8][C:9](=[O:28])[CH2:10][N:11]([CH2:20][C:21]([O:23][C:24]([CH3:27])([CH3:26])[CH3:25])=[O:22])[CH2:12][C:13]([O:15][C:16]([CH3:19])([CH3:18])[CH3:17])=[O:14])C1C=CC=CC=1, predict the reaction product. (5) Given the reactants Br[CH2:2][C:3]1[CH:7]=[C:6]([C:8]2[S:9][C:10]([C:13]3[CH:18]=[CH:17][CH:16]=[C:15]([S:19]([CH3:22])(=[O:21])=[O:20])[CH:14]=3)=[CH:11][CH:12]=2)[N:5]([C:23]2[CH:28]=[CH:27][CH:26]=[CH:25][C:24]=2[Cl:29])[N:4]=1.[C-:30]#[N:31].[Na+].CS(C)=O, predict the reaction product. The product is: [Cl:29][C:24]1[CH:25]=[CH:26][CH:27]=[CH:28][C:23]=1[N:5]1[C:6]([C:8]2[S:9][C:10]([C:13]3[CH:18]=[CH:17][CH:16]=[C:15]([S:19]([CH3:22])(=[O:21])=[O:20])[CH:14]=3)=[CH:11][CH:12]=2)=[CH:7][C:3]([CH2:2][C:30]#[N:31])=[N:4]1.